This data is from Full USPTO retrosynthesis dataset with 1.9M reactions from patents (1976-2016). The task is: Predict the reactants needed to synthesize the given product. (1) The reactants are: [CH3:1][C:2]1[CH:3]=[CH:4][C:5]([S:9][C:10]2[CH:11]=[CH:12][CH:13]=[CH:14][C:15]=2[N:16]2[CH2:21][CH2:20][NH:19][CH2:18][CH2:17]2)=[C:6]([CH3:8])[CH:7]=1.Br.C. Given the product [CH3:1][C:2]1[CH:3]=[CH:4][C:5]([S:9][C:10]2[CH:11]=[CH:12][CH:13]=[CH:14][C:15]=2[N:16]2[CH2:17][CH2:18][NH:19][CH2:20][CH2:21]2)=[C:6]([CH3:8])[CH:7]=1, predict the reactants needed to synthesize it. (2) Given the product [CH2:24]([CH2:18][NH2:17])[OH:25].[S:1]([NH:17][C@H:18]([C:24]([OH:26])=[O:25])[CH2:19][CH2:20][CH2:21][CH2:22][NH2:23])([C:4]1[C:16]2[CH:15]=[CH:14][CH:13]=[C:9]([N:10]([CH3:12])[CH3:11])[C:8]=2[CH:7]=[CH:6][CH:5]=1)(=[O:2])=[O:3], predict the reactants needed to synthesize it. The reactants are: [S:1]([NH:17][C@H:18]([C:24]([OH:26])=[O:25])[CH2:19][CH2:20][CH2:21][CH2:22][NH2:23])([C:4]1[C:16]2[CH:15]=[CH:14][CH:13]=[C:9]([N:10]([CH3:12])[CH3:11])[C:8]=2[CH:7]=[CH:6][CH:5]=1)(=[O:3])=[O:2].C(CN)O. (3) The reactants are: [NH2:1][CH2:2][CH2:3][CH2:4][N:5]([C:21]1[CH:26]=[C:25]([CH3:27])[N:24]=[C:23]([N:28]2[CH:32]=[CH:31][N:30]=[CH:29]2)[N:22]=1)[CH2:6][C:7]([NH:9][CH2:10][CH2:11][C:12]1[CH:20]=[CH:19][C:15]2[O:16][CH2:17][O:18][C:14]=2[CH:13]=1)=[O:8].[C:33](OC(=O)C)(=[O:35])[CH3:34]. Given the product [C:33]([NH:1][CH2:2][CH2:3][CH2:4][N:5]([C:21]1[CH:26]=[C:25]([CH3:27])[N:24]=[C:23]([N:28]2[CH:32]=[CH:31][N:30]=[CH:29]2)[N:22]=1)[CH2:6][C:7]([NH:9][CH2:10][CH2:11][C:12]1[CH:20]=[CH:19][C:15]2[O:16][CH2:17][O:18][C:14]=2[CH:13]=1)=[O:8])(=[O:35])[CH3:34], predict the reactants needed to synthesize it. (4) The reactants are: [CH:1]1([CH2:4][O:5][C:6]2[CH:14]=[CH:13][C:9]3[O:10][CH2:11][O:12][C:8]=3[C:7]=2[C:15]2[CH:20]=[CH:19][N:18]=[C:17]3[C:21]([C:33]([OH:35])=O)=[C:22]([CH3:32])[N:23]([CH2:24][O:25][CH2:26][CH2:27][Si:28]([CH3:31])([CH3:30])[CH3:29])[C:16]=23)[CH2:3][CH2:2]1.C(N(CC)CC)C.C1C=CC2N(O)N=NC=2C=1.C(Cl)CCl.Cl.[NH2:58][CH:59]1[CH2:64][CH2:63][N:62]([C:65]([O:67][C:68]([CH3:71])([CH3:70])[CH3:69])=[O:66])[CH2:61][CH2:60]1. Given the product [CH:1]1([CH2:4][O:5][C:6]2[CH:14]=[CH:13][C:9]3[O:10][CH2:11][O:12][C:8]=3[C:7]=2[C:15]2[CH:20]=[CH:19][N:18]=[C:17]3[C:21]([C:33]([NH:58][CH:59]4[CH2:60][CH2:61][N:62]([C:65]([O:67][C:68]([CH3:71])([CH3:70])[CH3:69])=[O:66])[CH2:63][CH2:64]4)=[O:35])=[C:22]([CH3:32])[N:23]([CH2:24][O:25][CH2:26][CH2:27][Si:28]([CH3:31])([CH3:30])[CH3:29])[C:16]=23)[CH2:3][CH2:2]1, predict the reactants needed to synthesize it. (5) Given the product [Cl:24][C:9]1[C:4]2[S:3][C:2]([NH2:1])=[N:21][C:5]=2[N:6]=[C:7]([S:11][CH2:12][C:13]2[CH:18]=[CH:17][CH:16]=[C:15]([F:19])[C:14]=2[F:20])[N:8]=1, predict the reactants needed to synthesize it. The reactants are: [NH2:1][C:2]1[S:3][C:4]2[C:9](=O)[N:8]=[C:7]([S:11][CH2:12][C:13]3[CH:18]=[CH:17][CH:16]=[C:15]([F:19])[C:14]=3[F:20])[NH:6][C:5]=2[N:21]=1.P(Cl)(Cl)([Cl:24])=O.CN(C)C1C=CC=CC=1.